This data is from Catalyst prediction with 721,799 reactions and 888 catalyst types from USPTO. The task is: Predict which catalyst facilitates the given reaction. (1) Reactant: [Cl:1][C:2]1[CH:7]=[CH:6][C:5]([C:8]2[N:12]=[C:11]([N:13]3[CH2:18][CH2:17][N:16]([CH2:19][CH:20]([C:22]4[CH:27]=[CH:26][C:25]([O:28][CH3:29])=[CH:24][CH:23]=4)O)[CH2:15][CH2:14]3)[S:10][N:9]=2)=[CH:4][CH:3]=1.CCN(S(F)(F)[F:36])CC.C([O-])([O-])=O.[Na+].[Na+]. The catalyst class is: 2. Product: [Cl:1][C:2]1[CH:7]=[CH:6][C:5]([C:8]2[N:12]=[C:11]([N:13]3[CH2:18][CH2:17][N:16]([CH2:19][CH:20]([F:36])[C:22]4[CH:27]=[CH:26][C:25]([O:28][CH3:29])=[CH:24][CH:23]=4)[CH2:15][CH2:14]3)[S:10][N:9]=2)=[CH:4][CH:3]=1. (2) Reactant: S(Cl)([Cl:3])=O.CN(C=O)C.[N:10]1[CH:11]=[C:12]([C:27]([CH3:32])([CH3:31])[C:28](O)=[O:29])[N:13]2[C:26]=1[C:25]1[CH:24]=[CH:23][CH:22]=[CH:21][C:20]=1[C:19]1[CH:18]=[CH:17][CH:16]=[CH:15][C:14]2=1. Product: [N:10]1[CH:11]=[C:12]([C:27]([CH3:32])([CH3:31])[C:28]([Cl:3])=[O:29])[N:13]2[C:26]=1[C:25]1[CH:24]=[CH:23][CH:22]=[CH:21][C:20]=1[C:19]1[CH:18]=[CH:17][CH:16]=[CH:15][C:14]2=1. The catalyst class is: 4. (3) Reactant: [CH:1]12[CH2:9][CH:6]3[CH:7]([CH2:8]1)[CH:3]([O:4][CH:5]3[OH:10])[CH2:2]2.[C:11](OC(=O)C)(=[O:13])[CH3:12]. Product: [C:11]([O:10][CH:5]1[CH:6]2[CH2:9][CH:1]3[CH2:8][CH:7]2[CH:3]([CH2:2]3)[O:4]1)(=[O:13])[CH3:12]. The catalyst class is: 17. (4) Reactant: CS(O[CH2:6][C:7]1[CH:12]=[C:11]([O:13][C@H:14]2[CH2:19][CH2:18][C@@H:17]([N:20]3[CH2:23][C:22]([CH2:46][C:47]#[N:48])([N:24]4[CH:28]=[C:27]([C:29]5[C:30]6[CH:37]=[CH:36][N:35]([CH2:38][O:39][CH2:40][CH2:41][Si:42]([CH3:45])([CH3:44])[CH3:43])[C:31]=6[N:32]=[CH:33][N:34]=5)[CH:26]=[N:25]4)[CH2:21]3)[CH2:16][CH2:15]2)[N:10]=[C:9]([C:49]([F:52])([F:51])[F:50])[N:8]=1)(=O)=O.[C:53]([NH2:57])([CH3:56])([CH3:55])[CH3:54].S([O-])(=O)(=O)C. Product: [C:53]([NH:57][CH2:6][C:7]1[N:8]=[C:9]([C:49]([F:52])([F:51])[F:50])[N:10]=[C:11]([O:13][C@@H:14]2[CH2:19][CH2:18][C@H:17]([N:20]3[CH2:23][C:22]([CH2:46][C:47]#[N:48])([N:24]4[CH:28]=[C:27]([C:29]5[C:30]6[CH:37]=[CH:36][N:35]([CH2:38][O:39][CH2:40][CH2:41][Si:42]([CH3:43])([CH3:45])[CH3:44])[C:31]=6[N:32]=[CH:33][N:34]=5)[CH:26]=[N:25]4)[CH2:21]3)[CH2:16][CH2:15]2)[CH:12]=1)([CH3:56])([CH3:55])[CH3:54]. The catalyst class is: 1.